Dataset: Forward reaction prediction with 1.9M reactions from USPTO patents (1976-2016). Task: Predict the product of the given reaction. (1) Given the reactants [CH3:1][C:2]1[CH:3]=[CH:4][N:5]2[C:10]=1[C:9](=[O:11])[N:8]([C:12]1[CH:17]=[CH:16][CH:15]=[CH:14][CH:13]=1)[C:7]([C@@H:18]([NH:20][C:21]1[C:22]3[C:29]([C:30](O)=O)=[CH:28][NH:27][C:23]=3[N:24]=[CH:25][N:26]=1)[CH3:19])=[N:6]2.[CH2:33]([NH:35][C:36]([NH:38][NH2:39])=[S:37])[CH3:34].O(Cl)Cl.[P+5], predict the reaction product. The product is: [CH2:33]([NH:35][C:36]1[S:37][C:30]([C:29]2[C:22]3[C:21]([NH:20][C@H:18]([C:7]4[N:8]([C:12]5[CH:17]=[CH:16][CH:15]=[CH:14][CH:13]=5)[C:9](=[O:11])[C:10]5=[C:2]([CH3:1])[CH:3]=[CH:4][N:5]5[N:6]=4)[CH3:19])=[N:26][CH:25]=[N:24][C:23]=3[NH:27][CH:28]=2)=[N:39][N:38]=1)[CH3:34]. (2) Given the reactants [NH2:1][CH:2]1[CH2:7][CH2:6][N:5]([C:8]([O:10][C:11]([CH3:14])([CH3:13])[CH3:12])=[O:9])[CH2:4][CH2:3]1.C(N(C(C)C)CC)(C)C.Br[CH2:25][C:26]([O:28][CH2:29][CH3:30])=[O:27], predict the reaction product. The product is: [C:11]([O:10][C:8]([N:5]1[CH2:4][CH2:3][CH:2]([NH:1][CH2:25][C:26]([O:28][CH2:29][CH3:30])=[O:27])[CH2:7][CH2:6]1)=[O:9])([CH3:14])([CH3:13])[CH3:12]. (3) The product is: [Br:12][C:4]1[C:5]2[C:10](=[CH:9][CH:8]=[CH:7][CH:6]=2)[C:1]([OH:11])=[N:2][CH:3]=1. Given the reactants [C:1]1([OH:11])[C:10]2[C:5](=[CH:6][CH:7]=[CH:8][CH:9]=2)[CH:4]=[CH:3][N:2]=1.[Br:12]Br, predict the reaction product. (4) Given the reactants [C:1]([C:3]1[CH:4]=[C:5]([C:15]2[O:19][N:18]=[C:17]([C:20]3[CH:37]=[CH:36][C:23]4[CH2:24][CH2:25][N:26](C(OC(C)(C)C)=O)[CH2:27][CH2:28][C:22]=4[CH:21]=3)[N:16]=2)[CH:6]=[CH:7][C:8]=1[O:9][CH:10]([CH2:13][F:14])[CH2:11][F:12])#[N:2].FC(F)(F)C(O)=O, predict the reaction product. The product is: [F:14][CH2:13][CH:10]([O:9][C:8]1[CH:7]=[CH:6][C:5]([C:15]2[O:19][N:18]=[C:17]([C:20]3[CH:37]=[CH:36][C:23]4[CH2:24][CH2:25][NH:26][CH2:27][CH2:28][C:22]=4[CH:21]=3)[N:16]=2)=[CH:4][C:3]=1[C:1]#[N:2])[CH2:11][F:12]. (5) The product is: [CH:8]1[C:7]2[C:16]3=[C:15]4[C:4](=[CH:5][CH:6]=2)[CH:3]=[CH:2][CH:1]=[C:14]4[CH:13]=[CH:12][C:11]3=[CH:10][CH:9]=1. Given the reactants [C:1]1(CC(O)=O)[C:14]2[C:15]3=[C:16]4[C:11](=[CH:12][CH:13]=2)[CH:10]=[CH:9][CH:8]=[C:7]4[CH:6]=[CH:5][C:4]3=[CH:3][CH:2]=1.CN(C)CCCN=C=NCC.ON1C(=O)CCC1=O.C(OCC)(=O)C, predict the reaction product.